This data is from Catalyst prediction with 721,799 reactions and 888 catalyst types from USPTO. The task is: Predict which catalyst facilitates the given reaction. (1) Reactant: FC(F)C1NC2C=CC=CC=2N=1.FC(F)C1NC2C(O[SiH3])=C(C(C)(C)C)C(C)=C(C)C=2N=1.[F:33][CH:34]([F:72])[C:35]1[N:39]([C:40]2[N:45]=[C:44]([N:46]3[CH2:51][CH2:50][O:49][C@@H:48]([CH3:52])[C@H:47]3[CH3:53])[N:43]=[C:42]([N:54]3[CH2:59][CH2:58][O:57][CH2:56][CH2:55]3)[N:41]=2)[C:38]2[CH:60]=[CH:61][C:62]([O:64][Si](C(C)(C)C)(C)C)=[CH:63][C:37]=2[N:36]=1.[F-].C([N+](CCCC)(CCCC)CCCC)CCC. Product: [F:72][CH:34]([F:33])[C:35]1[N:39]([C:40]2[N:45]=[C:44]([N:46]3[CH2:51][CH2:50][O:49][C@@H:48]([CH3:52])[C@H:47]3[CH3:53])[N:43]=[C:42]([N:54]3[CH2:59][CH2:58][O:57][CH2:56][CH2:55]3)[N:41]=2)[C:38]2[CH:60]=[CH:61][C:62]([OH:64])=[CH:63][C:37]=2[N:36]=1. The catalyst class is: 20. (2) The catalyst class is: 76. Product: [C:1]([O:5][C:6]([N:8]1[CH2:13][CH2:12][CH:11]([O:14][CH2:15][C:16](=[O:18])[NH2:21])[CH2:10][CH2:9]1)=[O:7])([CH3:4])([CH3:3])[CH3:2]. Reactant: [C:1]([O:5][C:6]([N:8]1[CH2:13][CH2:12][CH:11]([O:14][CH2:15][C:16]([OH:18])=O)[CH2:10][CH2:9]1)=[O:7])([CH3:4])([CH3:3])[CH3:2].CC[N:21](CC)CC.ClC(OCC(C)C)=O.N. (3) Reactant: [Cl:1][C:2]1[CH:7]=[CH:6][C:5]([N:8]2[CH:16]=[C:15]3[C:10]([CH:11]=[C:12]([NH2:17])[CH:13]=[CH:14]3)=[N:9]2)=[CH:4][CH:3]=1.[C:18](Cl)(=[O:22])[CH:19]([CH3:21])[CH3:20].C(OCC)(=O)C. Product: [Cl:1][C:2]1[CH:3]=[CH:4][C:5]([N:8]2[CH:16]=[C:15]3[C:10]([CH:11]=[C:12]([NH:17][C:18](=[O:22])[CH:19]([CH3:21])[CH3:20])[CH:13]=[CH:14]3)=[N:9]2)=[CH:6][CH:7]=1. The catalyst class is: 17. (4) Reactant: C(OC1C=CC(F)=CC=1C1C(CN)=CC2C(=C(Cl)C=CC=2)N=1)C1C=CC=CC=1.CCN(C(C)C)C(C)C.ClC1N=CN=C2C=1NC=N2.N1C(N)=C2C(NC=N2)=NC=1.[Cl:58][C:59]1[CH:60]=[CH:61][CH:62]=[C:63]2[C:68]=1[N:67]=[C:66]([C:69]1[CH:74]=[CH:73][CH:72]=[C:71]([F:75])[CH:70]=1)[C:65]([C@H:76]([NH:78][C:79]1[N:87]=[CH:86][N:85]=[C:84]3[C:80]=1[N:81]=[CH:82][NH:83]3)[CH3:77])=[CH:64]2. Product: [Cl:58][C:59]1[CH:60]=[CH:61][CH:62]=[C:63]2[C:68]=1[N:67]=[C:66]([C:69]1[CH:74]=[CH:73][CH:72]=[C:71]([F:75])[CH:70]=1)[C:65]([C@@H:76]([NH:78][C:79]1[N:87]=[CH:86][N:85]=[C:84]3[C:80]=1[N:81]=[CH:82][NH:83]3)[CH3:77])=[CH:64]2. The catalyst class is: 51. (5) Reactant: N1C=CN=C1.C1(P(C2C=CC=CC=2)C2C=CC=CC=2)C=CC=CC=1.[I:25]I.[CH2:27]([N:29]1[CH2:34][N:33]([CH3:35])[CH2:32][N:31]([C:36]2[S:37][C:38]3[C:44]([CH2:45]O)=[CH:43][C:42]([C:47]4[CH:48]=[N:49][C:50]([N:53]5[CH2:58][CH2:57][C:56]([CH3:64])([C:59]([O:61][CH2:62][CH3:63])=[O:60])[CH2:55][CH2:54]5)=[N:51][CH:52]=4)=[CH:41][C:39]=3[N:40]=2)[C:30]1=[O:65])[CH3:28]. Product: [CH2:27]([N:29]1[CH2:34][N:33]([CH3:35])[CH2:32][N:31]([C:36]2[S:37][C:38]3[C:44]([CH2:45][I:25])=[CH:43][C:42]([C:47]4[CH:48]=[N:49][C:50]([N:53]5[CH2:58][CH2:57][C:56]([CH3:64])([C:59]([O:61][CH2:62][CH3:63])=[O:60])[CH2:55][CH2:54]5)=[N:51][CH:52]=4)=[CH:41][C:39]=3[N:40]=2)[C:30]1=[O:65])[CH3:28]. The catalyst class is: 2. (6) Reactant: [Cl:1][C:2]1[CH:7]=[CH:6][CH:5]=[CH:4][C:3]=1[C:8]1[C:16]2[O:15][CH:14]([CH2:17]OS(C3C=CC(C)=CC=3)(=O)=O)[O:13][C:12]=2[CH:11]=[C:10]([F:29])[CH:9]=1.[CH3:30][NH2:31]. Product: [Cl:1][C:2]1[CH:7]=[CH:6][CH:5]=[CH:4][C:3]=1[C:8]1[C:16]2[O:15][CH:14]([CH2:17][NH:31][CH3:30])[O:13][C:12]=2[CH:11]=[C:10]([F:29])[CH:9]=1. The catalyst class is: 16. (7) Reactant: COC1C=CC(P2(SP(C3C=CC(OC)=CC=3)(=S)S2)=[S:10])=CC=1.[C:23]([O:26][CH2:27][C@@:28]1([CH3:50])[O:32][C@@H:31]([N:33]2[CH:41]=[C:39]([CH3:40])[C:37](=O)[NH:36][C:34]2=[O:35])[C@H:30]([O:42][C:43](=[O:45])[CH3:44])[C@@H:29]1[O:46][C:47](=[O:49])[CH3:48])(=[O:25])[CH3:24]. Product: [C:23]([O:26][CH2:27][C@@:28]1([CH3:50])[O:32][C@@H:31]([N:33]2[CH:41]=[C:39]([CH3:40])[C:37](=[S:10])[NH:36][C:34]2=[O:35])[C@H:30]([O:42][C:43](=[O:45])[CH3:44])[C@@H:29]1[O:46][C:47](=[O:49])[CH3:48])(=[O:25])[CH3:24]. The catalyst class is: 26. (8) Reactant: [CH3:1][O:2][CH2:3][C:4]([OH:6])=O.Cl.Cl.[NH:9]1[C:17]2[C:12](=[CH:13][CH:14]=[CH:15][CH:16]=2)[C:11](/[CH:18]=[CH:19]/[C:20]2[CH:33]=[CH:32][C:23]([C:24]([N:26]3[CH2:31][CH2:30][NH:29][CH2:28][CH2:27]3)=[O:25])=[C:22]([CH3:34])[CH:21]=2)=[N:10]1.O.ON1C2C=CC=CC=2N=N1.Cl.C(N=C=NCCCN(C)C)C.C(=O)([O-])O.[Na+]. Product: [CH3:1][O:2][CH2:3][C:4]([N:29]1[CH2:30][CH2:31][N:26]([C:24](=[O:25])[C:23]2[CH:32]=[CH:33][C:20](/[CH:19]=[CH:18]/[C:11]3[C:12]4[C:17](=[CH:16][CH:15]=[CH:14][CH:13]=4)[NH:9][N:10]=3)=[CH:21][C:22]=2[CH3:34])[CH2:27][CH2:28]1)=[O:6]. The catalyst class is: 56.